From a dataset of Reaction yield outcomes from USPTO patents with 853,638 reactions. Predict the reaction yield, written as a fraction of the theoretical maximum amount of product (1.0 means a 100% yield; for example, 0.34 means a 34% yield). The reactants are C([O:8][C:9]1[C:14]([CH2:15][N:16]2[CH2:25][CH2:24][C:23]3[C:18](=[C:19]([Cl:35])[C:20]([CH:27]([O:33][CH3:34])[CH:28]4[CH2:32][CH2:31][O:30][CH2:29]4)=[CH:21][C:22]=3[CH3:26])[C:17]2=[O:36])=[C:13]([O:37][CH3:38])[CH:12]=[C:11]([CH3:39])[N:10]=1)C1C=CC=CC=1.C(O)(C(F)(F)F)=O. The catalyst is ClCCl. The product is [Cl:35][C:19]1[C:20]([C@H:27]([O:33][CH3:34])[C@@H:28]2[CH2:32][CH2:31][O:30][CH2:29]2)=[CH:21][C:22]([CH3:26])=[C:23]2[C:18]=1[C:17](=[O:36])[N:16]([CH2:15][C:14]1[C:9](=[O:8])[NH:10][C:11]([CH3:39])=[CH:12][C:13]=1[O:37][CH3:38])[CH2:25][CH2:24]2. The yield is 0.500.